Dataset: Merck oncology drug combination screen with 23,052 pairs across 39 cell lines. Task: Regression. Given two drug SMILES strings and cell line genomic features, predict the synergy score measuring deviation from expected non-interaction effect. (1) Drug 1: O=S1(=O)NC2(CN1CC(F)(F)F)C1CCC2Cc2cc(C=CCN3CCC(C(F)(F)F)CC3)ccc2C1. Drug 2: O=c1[nH]cc(F)c(=O)[nH]1. Cell line: OVCAR3. Synergy scores: synergy=13.9. (2) Drug 1: C=CCn1c(=O)c2cnc(Nc3ccc(N4CCN(C)CC4)cc3)nc2n1-c1cccc(C(C)(C)O)n1. Drug 2: CC(C)CC(NC(=O)C(Cc1ccccc1)NC(=O)c1cnccn1)B(O)O. Cell line: HCT116. Synergy scores: synergy=-3.03. (3) Drug 1: Nc1ccn(C2OC(CO)C(O)C2(F)F)c(=O)n1. Drug 2: CC1(c2nc3c(C(N)=O)cccc3[nH]2)CCCN1. Cell line: RPMI7951. Synergy scores: synergy=-12.2. (4) Drug 1: C#Cc1cccc(Nc2ncnc3cc(OCCOC)c(OCCOC)cc23)c1. Drug 2: CCC1(O)C(=O)OCc2c1cc1n(c2=O)Cc2cc3c(CN(C)C)c(O)ccc3nc2-1. Cell line: MSTO. Synergy scores: synergy=-2.52. (5) Drug 1: COc1cccc2c1C(=O)c1c(O)c3c(c(O)c1C2=O)CC(O)(C(=O)CO)CC3OC1CC(N)C(O)C(C)O1. Drug 2: Cn1cc(-c2cnn3c(N)c(Br)c(C4CCCNC4)nc23)cn1. Cell line: SW837. Synergy scores: synergy=6.30.